This data is from Forward reaction prediction with 1.9M reactions from USPTO patents (1976-2016). The task is: Predict the product of the given reaction. (1) Given the reactants [CH3:1][C:2]1[NH:3][C:4]2[C:9]([CH:10]=1)=[CH:8][C:7]([C:11]1[C:20]([N:21]3[CH2:25][CH2:24][CH2:23][C@@H:22]3[CH3:26])=[N:19][C:18]3[C:13](=[CH:14][CH:15]=[C:16]([C:27]([O:29]C)=[O:28])[CH:17]=3)[N:12]=1)=[CH:6][CH:5]=2.[OH-].[Na+], predict the reaction product. The product is: [CH3:1][C:2]1[NH:3][C:4]2[C:9]([CH:10]=1)=[CH:8][C:7]([C:11]1[C:20]([N:21]3[CH2:25][CH2:24][CH2:23][C@@H:22]3[CH3:26])=[N:19][C:18]3[C:13](=[CH:14][CH:15]=[C:16]([C:27]([OH:29])=[O:28])[CH:17]=3)[N:12]=1)=[CH:6][CH:5]=2. (2) Given the reactants [CH2:1]([NH:8][C:9](=[O:19])[NH:10][C@@H:11]([C:15]([CH3:18])([CH3:17])[CH3:16])[C:12]([OH:14])=O)[C:2]1[CH:7]=[CH:6][CH:5]=[CH:4][CH:3]=1.CCN=C=NCCCN(C)C.C1C=CC2N(O)N=NC=2C=1.CN1CCOCC1.[CH2:48]([NH:55][NH2:56])[C:49]1[CH:54]=[CH:53][CH:52]=[CH:51][CH:50]=1.CCN(CC)CC, predict the reaction product. The product is: [CH2:1]([NH:8][C:9]([NH:10][C@H:11]([C:12]([NH:56][NH:55][CH2:48][C:49]1[CH:54]=[CH:53][CH:52]=[CH:51][CH:50]=1)=[O:14])[C:15]([CH3:18])([CH3:17])[CH3:16])=[O:19])[C:2]1[CH:3]=[CH:4][CH:5]=[CH:6][CH:7]=1. (3) The product is: [F:1][C:2]1[CH:7]=[CH:6][C:5]([CH:8]([OH:27])[CH:9]([CH2:15][C:16]2[CH:21]=[CH:20][CH:19]=[C:18]([S:22][C:23]([F:24])([F:25])[F:26])[CH:17]=2)[C:10]([OH:12])=[O:11])=[CH:4][CH:3]=1. Given the reactants [F:1][C:2]1[CH:7]=[CH:6][C:5]([CH:8]([OH:27])[CH:9]([CH2:15][C:16]2[CH:21]=[CH:20][CH:19]=[C:18]([S:22][C:23]([F:26])([F:25])[F:24])[CH:17]=2)[C:10]([O:12]CC)=[O:11])=[CH:4][CH:3]=1.[OH-].[Na+], predict the reaction product. (4) Given the reactants [OH-:1].[Na+].[C:3]1([CH3:10])[C:8]([OH:9])=[CH:7][CH:6]=[CH:5][CH:4]=1.[CH2:11]([N:18]1[CH2:23][CH2:22][CH2:21][C:20](=O)[CH2:19]1)[C:12]1[CH:17]=[CH:16][CH:15]=[CH:14][CH:13]=1.C(Cl)(Cl)Cl.Cl.[O:30]1[CH2:34]CCC1, predict the reaction product. The product is: [CH2:11]([N:18]1[CH2:23][CH2:22][CH2:21][C:20]([O:9][C:8]2[CH:7]=[CH:6][CH:5]=[CH:4][C:3]=2[CH3:10])([C:34]([OH:30])=[O:1])[CH2:19]1)[C:12]1[CH:17]=[CH:16][CH:15]=[CH:14][CH:13]=1. (5) Given the reactants [CH3:1][CH:2]([CH3:18])[CH2:3][CH:4]([N:8]1[C:16]2[C:11](=[CH:12][CH:13]=[CH:14][CH:15]=2)[CH2:10][C:9]1=[O:17])[C:5]([OH:7])=O.[S:19]1[CH:23]=[CH:22][N:21]=[C:20]1[NH2:24].C(N(CC)C(C)C)(C)C.F[P-](F)(F)(F)(F)F.N1(O[P+](N(C)C)(N(C)C)N(C)C)C2C=CC=CC=2N=N1, predict the reaction product. The product is: [S:19]1[CH:23]=[CH:22][N:21]=[C:20]1[NH:24][C:5](=[O:7])[CH:4]([N:8]1[C:16]2[C:11](=[CH:12][CH:13]=[CH:14][CH:15]=2)[CH2:10][C:9]1=[O:17])[CH2:3][CH:2]([CH3:1])[CH3:18].